This data is from Forward reaction prediction with 1.9M reactions from USPTO patents (1976-2016). The task is: Predict the product of the given reaction. (1) Given the reactants Br[C:2]1[CH:3]=[C:4]2[C@@:15]3([CH2:20][CH2:19][O:18][C:17]([NH2:21])=[N:16]3)[C:14]3[CH:13]=[C:12](Cl)[N:11]=[C:10]([F:23])[C:9]=3[O:8][C:5]2=[CH:6][CH:7]=1.[F:24][C:25]1[C:30](B(O)O)=[CH:29][CH:28]=[CH:27][N:26]=1.[O:34]1[CH2:39][CH2:38][CH:37]=[C:36](B2OC(C)(C)C(C)(C)O2)[CH2:35]1, predict the reaction product. The product is: [O:34]1[CH2:39][CH2:38][CH:37]=[C:36]([C:12]2[N:11]=[C:10]([F:23])[C:9]3[O:8][C:5]4[C:4]([C@@:15]5([CH2:20][CH2:19][O:18][C:17]([NH2:21])=[N:16]5)[C:14]=3[CH:13]=2)=[CH:3][C:2]([C:30]2[C:25]([F:24])=[N:26][CH:27]=[CH:28][CH:29]=2)=[CH:7][CH:6]=4)[CH2:35]1. (2) Given the reactants Br[CH2:2][C:3]([NH:5][CH2:6][C:7]1[CH:12]=[C:11]([Cl:13])[CH:10]=[CH:9][C:8]=1[N:14]1[CH:18]=[N:17][N:16]=[N:15]1)=[O:4].[CH:19]1([NH2:22])[CH2:21][CH2:20]1, predict the reaction product. The product is: [Cl:13][C:11]1[CH:10]=[CH:9][C:8]([N:14]2[CH:18]=[N:17][N:16]=[N:15]2)=[C:7]([CH:12]=1)[CH2:6][NH:5][C:3](=[O:4])[CH2:2][NH:22][CH:19]1[CH2:21][CH2:20]1.